Dataset: Full USPTO retrosynthesis dataset with 1.9M reactions from patents (1976-2016). Task: Predict the reactants needed to synthesize the given product. (1) Given the product [NH2:14][C:17]1[CH:22]=[CH:21][C:20]([S:23]([N:11]2[CH2:10][CH2:9][N:8]([C:1]([O:3][C:4]([CH3:7])([CH3:6])[CH3:5])=[O:2])[CH2:13][CH2:12]2)(=[O:25])=[O:24])=[CH:19][CH:18]=1, predict the reactants needed to synthesize it. The reactants are: [C:1]([N:8]1[CH2:13][CH2:12][NH:11][CH2:10][CH2:9]1)([O:3][C:4]([CH3:7])([CH3:6])[CH3:5])=[O:2].[N+:14]([C:17]1[CH:22]=[CH:21][C:20]([S:23](Cl)(=[O:25])=[O:24])=[CH:19][CH:18]=1)([O-])=O.C(N(CC)CC)C. (2) Given the product [C:28]1([CH2:23][CH2:24][CH2:25][C:26]#[C:27][C:6]2[CH:5]=[C:4]([O:3][C:2]([F:1])([F:21])[F:22])[CH:9]=[CH:8][CH:7]=2)[CH:33]=[CH:32][CH:31]=[CH:30][CH:29]=1, predict the reactants needed to synthesize it. The reactants are: [F:1][C:2]([F:22])([F:21])[O:3][C:4]1[CH:9]=[CH:8][C:7](OS(C2C=CC(C)=CC=2)(=O)=O)=[CH:6][CH:5]=1.[CH2:23]([C:28]1[CH:33]=[CH:32][CH:31]=[CH:30][CH:29]=1)[CH2:24][CH2:25][C:26]#[CH:27]. (3) Given the product [CH2:60]([NH:64][C:2]1[N:7]=[C:6]([NH:8][C@H:9]2[CH2:14][CH2:13][C@H:12]([OH:15])[CH2:11][CH2:10]2)[C:5]([C:20]2[CH:25]=[C:24]([CH2:26][N:27]3[CH2:32][CH2:31][O:30][CH2:29][CH2:28]3)[CH:23]=[CH:22][N:21]=2)=[CH:4][N:3]=1)[CH2:61][CH2:62][CH3:63], predict the reactants needed to synthesize it. The reactants are: Cl[C:2]1[N:7]=[C:6]([NH:8][C@H:9]2[CH2:14][CH2:13][C@H:12]([OH:15])[CH2:11][CH2:10]2)[C:5](B(O)O)=[CH:4][N:3]=1.Br[C:20]1[CH:25]=[C:24]([CH2:26][N:27]2[CH2:32][CH2:31][O:30][CH2:29][CH2:28]2)[CH:23]=[CH:22][N:21]=1.C1(P(C2CCCCC2)C2CCCCC2)CCCCC1.[O-]P([O-])([O-])=O.[K+].[K+].[K+].[CH2:60]([NH2:64])[CH2:61][CH2:62][CH3:63]. (4) Given the product [Cl:1][C:2]1[CH:7]=[CH:6][C:5]([NH:8][C:9](=[O:14])[C:10]([CH3:13])([CH3:12])[CH3:11])=[C:4]([C:15]([C:16]2[CH:17]=[N:18][CH:19]=[CH:20][CH:21]=2)=[O:22])[CH:3]=1, predict the reactants needed to synthesize it. The reactants are: [Cl:1][C:2]1[CH:7]=[CH:6][C:5]([NH:8][C:9](=[O:14])[C:10]([CH3:13])([CH3:12])[CH3:11])=[C:4]([CH:15]([OH:22])[C:16]2[CH:17]=[N:18][CH:19]=[CH:20][CH:21]=2)[CH:3]=1. (5) Given the product [OH:29][CH2:28][C@H:23]([NH:22][CH2:21][C:12]1[C:13]2[N:14]=[CH:15][NH:16][C:17](=[O:19])[C:18]=2[NH:10][CH:11]=1)[C@@H:24]([OH:27])[CH2:25][OH:26], predict the reactants needed to synthesize it. The reactants are: C(OC[N:10]1[C:18]2[C:17]([O:19]C)=[N:16][CH:15]=[N:14][C:13]=2[C:12]([CH2:21][NH:22][C@@H:23]([CH2:28][OH:29])[C@@H:24]([OH:27])[CH2:25][OH:26])=[CH:11]1)C1C=CC=CC=1.B(Br)(Br)Br. (6) Given the product [NH2:1][CH2:2][CH2:3][C:4]1[CH:5]=[CH:6][C:7]([CH:10]([CH3:19])[CH2:11][NH:12][S:13]([CH:16]([CH3:18])[CH3:17])(=[O:15])=[O:14])=[CH:8][CH:9]=1.[CH3:17][CH:16]([S:13]([NH:12][CH2:11][CH:10]([C:7]1[CH:6]=[CH:5][C:4]([CH2:3][CH2:2][NH:1][S:21]([CH3:20])(=[O:23])=[O:22])=[CH:9][CH:8]=1)[CH3:19])(=[O:15])=[O:14])[CH3:18], predict the reactants needed to synthesize it. The reactants are: [NH2:1][CH2:2][CH2:3][C:4]1[CH:9]=[CH:8][C:7]([CH:10]([CH3:19])[CH2:11][NH:12][S:13]([CH:16]([CH3:18])[CH3:17])(=[O:15])=[O:14])=[CH:6][CH:5]=1.[CH3:20][S:21](Cl)(=[O:23])=[O:22].C1CCN2C(=NCCC2)CC1.